From a dataset of Forward reaction prediction with 1.9M reactions from USPTO patents (1976-2016). Predict the product of the given reaction. (1) Given the reactants [C:1]([C@@H:9]1[CH2:14][C:13](=[O:15])[CH:12]=[CH:11][C@@H:10]1[CH2:16][C:17](=[O:24])[C:18]1[CH:23]=[CH:22][CH:21]=[CH:20][CH:19]=1)(=[O:8])[C:2]1[CH:7]=[CH:6][CH:5]=[CH:4][CH:3]=1.[BH4-].[Na+], predict the reaction product. The product is: [C:1]([C@@H:9]1[CH2:14][C@H:13]([OH:15])[CH:12]=[CH:11][C@@H:10]1[CH2:16][C:17](=[O:24])[C:18]1[CH:19]=[CH:20][CH:21]=[CH:22][CH:23]=1)(=[O:8])[C:2]1[CH:3]=[CH:4][CH:5]=[CH:6][CH:7]=1. (2) The product is: [C:1]([O:5][C:6](=[O:20])[NH:7][C:8]1[CH:13]=[C:12]([N:14]([CH2:16][CH3:17])[CH3:15])[C:11]([Cl:18])=[CH:10][C:9]=1[NH:19][C:26](=[O:25])[CH2:27][C:28](=[O:48])[C:29]1[CH:34]=[CH:33][CH:32]=[C:31]([N:35]2[C:39]([CH2:40][O:41][CH:42]3[CH2:47][CH2:46][CH2:45][CH2:44][O:43]3)=[CH:38][N:37]=[N:36]2)[CH:30]=1)([CH3:2])([CH3:3])[CH3:4]. Given the reactants [C:1]([O:5][C:6](=[O:20])[NH:7][C:8]1[CH:13]=[C:12]([N:14]([CH2:16][CH3:17])[CH3:15])[C:11]([Cl:18])=[CH:10][C:9]=1[NH2:19])([CH3:4])([CH3:3])[CH3:2].C([O:25][C:26](=O)[CH2:27][C:28](=[O:48])[C:29]1[CH:34]=[CH:33][CH:32]=[C:31]([N:35]2[C:39]([CH2:40][O:41][CH:42]3[CH2:47][CH2:46][CH2:45][CH2:44][O:43]3)=[CH:38][N:37]=[N:36]2)[CH:30]=1)(C)(C)C, predict the reaction product. (3) Given the reactants [C:1]1([S:7]([CH2:10][C:11]2[CH:16]=[CH:15][CH:14]=[C:13](Cl)[C:12]=2[N+:18]([O-:20])=[O:19])(=[O:9])=[O:8])[CH:6]=[CH:5][CH:4]=[CH:3][CH:2]=1.[CH3:21][N:22]1[CH2:27][CH2:26][NH:25][CH2:24][CH2:23]1, predict the reaction product. The product is: [C:1]1([S:7]([CH2:10][C:11]2[C:12]([N+:18]([O-:20])=[O:19])=[C:13]([N:25]3[CH2:26][CH2:27][N:22]([CH3:21])[CH2:23][CH2:24]3)[CH:14]=[CH:15][CH:16]=2)(=[O:9])=[O:8])[CH:6]=[CH:5][CH:4]=[CH:3][CH:2]=1. (4) Given the reactants [Cl:1][C:2]1[CH:11]=[C:10]([C:12](N(OC)C)=[O:13])[C:9]([N:18]2[CH2:22][CH2:21][CH2:20][C@@H:19]2[CH2:23][O:24][CH3:25])=[C:8]2[C:3]=1[CH:4]=[CH:5][CH:6]=[N:7]2.[CH3:26][Mg]Br, predict the reaction product. The product is: [Cl:1][C:2]1[CH:11]=[C:10]([C:12](=[O:13])[CH3:26])[C:9]([N:18]2[CH2:22][CH2:21][CH2:20][C@@H:19]2[CH2:23][O:24][CH3:25])=[C:8]2[C:3]=1[CH:4]=[CH:5][CH:6]=[N:7]2. (5) Given the reactants [CH2:1]([O:5][CH2:6][CH2:7][O:8][C:9]1[CH:14]=[CH:13][C:12]([C:15]2[CH:20]=[CH:19][C:18]([N:21]3[CH2:25][CH2:24][C:23](=[O:26])[CH2:22]3)=[C:17](/[CH:27]=[C:28](\[CH3:34])/[C:29]([O:31][CH2:32][CH3:33])=[O:30])[CH:16]=2)=[CH:11][CH:10]=1)[CH2:2][CH2:3][CH3:4].[CH2:35](O)[CH2:36][OH:37].O.C1(C)C=CC(S(O)(=O)=O)=CC=1.C(=O)([O-])O.[Na+], predict the reaction product. The product is: [CH2:1]([O:5][CH2:6][CH2:7][O:8][C:9]1[CH:10]=[CH:11][C:12]([C:15]2[CH:20]=[CH:19][C:18]([N:21]3[CH2:25][CH2:24][C:23]4([O:37][CH2:36][CH2:35][O:26]4)[CH2:22]3)=[C:17](/[CH:27]=[C:28](\[CH3:34])/[C:29]([O:31][CH2:32][CH3:33])=[O:30])[CH:16]=2)=[CH:13][CH:14]=1)[CH2:2][CH2:3][CH3:4].